From a dataset of Forward reaction prediction with 1.9M reactions from USPTO patents (1976-2016). Predict the product of the given reaction. (1) Given the reactants C(Cl)(=O)C(Cl)=O.CS(C)=O.[C:11]([O:14][C@H:15]1[C@H:20]([O:21][C:22](=[O:24])[CH3:23])[C@@H:19]([O:25][C:26](=[O:28])[CH3:27])[C@H:18]([C:29]2[CH:34]=[CH:33][C:32]([Cl:35])=[C:31]([CH2:36][C:37]3[CH:42]=[CH:41][C:40]([CH2:43][CH2:44][OH:45])=[CH:39][CH:38]=3)[CH:30]=2)[O:17][C@@H:16]1[CH2:46][O:47][C:48](=[O:50])[CH3:49])(=[O:13])[CH3:12].CCN(CC)CC, predict the reaction product. The product is: [C:11]([O:14][C@H:15]1[C@H:20]([O:21][C:22](=[O:24])[CH3:23])[C@@H:19]([O:25][C:26](=[O:28])[CH3:27])[C@H:18]([C:29]2[CH:34]=[CH:33][C:32]([Cl:35])=[C:31]([CH2:36][C:37]3[CH:38]=[CH:39][C:40]([CH2:43][CH:44]=[O:45])=[CH:41][CH:42]=3)[CH:30]=2)[O:17][C@@H:16]1[CH2:46][O:47][C:48](=[O:50])[CH3:49])(=[O:13])[CH3:12]. (2) Given the reactants [Br:1][C:2]1[CH:3]2O[CH:10]([CH:11]=1)[C:9]1[C:4]2=[CH:5][CH:6]=[C:7]([O:13][C:14]([F:17])([F:16])[F:15])[CH:8]=1.[Na+].[I-].C[Si](Cl)(C)C, predict the reaction product. The product is: [Br:1][C:2]1[CH:11]=[CH:10][C:9]2[C:4](=[CH:5][CH:6]=[C:7]([O:13][C:14]([F:15])([F:16])[F:17])[CH:8]=2)[CH:3]=1. (3) Given the reactants [O:1]1[C:6]2[CH:7]=[CH:8][CH:9]=[CH:10][C:5]=2[NH:4][C:3](=[O:11])[CH2:2]1.[H-].[Na+].Br[CH2:15][C:16]([O:18][CH3:19])=[O:17].C(O)(=O)CC(CC(O)=O)(C(O)=O)O, predict the reaction product. The product is: [CH3:19][O:18][C:16](=[O:17])[CH2:15][N:4]1[C:5]2[CH:10]=[CH:9][CH:8]=[CH:7][C:6]=2[O:1][CH2:2][C:3]1=[O:11]. (4) The product is: [F:1][C:2]1[CH:3]=[C:4]([C@H:8]2[CH2:12][CH2:11][CH2:10][N:9]2[C:13]2[CH:18]=[CH:17][N:16]3[N:19]=[CH:20][C:21]([C:22]4[S:40][C:26]([CH:27]([CH3:29])[CH3:28])=[N:25][N:24]=4)=[C:15]3[N:14]=2)[CH:5]=[N:6][CH:7]=1. Given the reactants [F:1][C:2]1[CH:3]=[C:4]([C@H:8]2[CH2:12][CH2:11][CH2:10][N:9]2[C:13]2[CH:18]=[CH:17][N:16]3[N:19]=[CH:20][C:21]([C:22]([NH:24][NH:25][C:26](=O)[CH:27]([CH3:29])[CH3:28])=O)=[C:15]3[N:14]=2)[CH:5]=[N:6][CH:7]=1.COC1C=CC(P2(SP(C3C=CC(OC)=CC=3)(=S)S2)=[S:40])=CC=1, predict the reaction product. (5) The product is: [Cl:1][C:2]1[N:3]=[CH:4][C:5]2[N:6]([CH3:19])[C:7](=[O:18])[C:8]3([CH2:16][CH2:17]3)[CH2:9][N:10]([CH:13]([CH3:15])[CH3:14])[C:11]=2[N:12]=1. Given the reactants [Cl:1][C:2]1[N:3]=[CH:4][C:5]2[NH:6][C:7](=[O:18])[C:8]3([CH2:17][CH2:16]3)[CH2:9][N:10]([CH:13]([CH3:15])[CH3:14])[C:11]=2[N:12]=1.[CH3:19]I.[H-].[Na+], predict the reaction product. (6) Given the reactants [NH2:1][C:2]1[S:3][CH:4]=[CH:5][N:6]=1.N1C=CC=CC=1.[C:13]([C:15]1[CH:16]=[C:17]([S:22](Cl)(=[O:24])=[O:23])[CH:18]=[CH:19][C:20]=1[F:21])#[N:14].Cl, predict the reaction product. The product is: [C:13]([C:15]1[CH:16]=[C:17]([S:22]([NH:1][C:2]2[S:3][CH:4]=[CH:5][N:6]=2)(=[O:24])=[O:23])[CH:18]=[CH:19][C:20]=1[F:21])#[N:14]. (7) The product is: [CH2:1]([C@:3]1([OH:11])[CH2:7][CH2:6][N:5]([C:13]2[CH:20]=[CH:19][C:16]([C:17]#[N:18])=[C:15]([C:21]([F:22])([F:24])[F:23])[CH:14]=2)[C@H:4]1[CH:8]([CH3:10])[CH3:9])[CH3:2]. Given the reactants [CH2:1]([C@:3]1([OH:11])[CH2:7][CH2:6][NH:5][C@H:4]1[CH:8]([CH3:10])[CH3:9])[CH3:2].F[C:13]1[CH:20]=[CH:19][C:16]([C:17]#[N:18])=[C:15]([C:21]([F:24])([F:23])[F:22])[CH:14]=1.C(=O)([O-])[O-].[Li+].[Li+], predict the reaction product.